From a dataset of Experimentally validated miRNA-target interactions with 360,000+ pairs, plus equal number of negative samples. Binary Classification. Given a miRNA mature sequence and a target amino acid sequence, predict their likelihood of interaction. (1) The miRNA is mmu-miR-466f-3p with sequence CAUACACACACACAUACACAC. The protein sequence of the target gene is MCSRGDANTADAAAARRVTGLRYNMRLLIALALPCLFSLAEANSKAITTSLTTKWFSAPLLLEASEFLAEDSQEKFWSFVEATQNIGSSDHHDTDHSYYDAVLEAAFRFLSPLQQNLLKFCLSLRSYSASIQAFQQIAVDEPPPEGCKSFLSVHGKQTCDLDTLESLLLTAADRPKPLLFKGDHRYPSSNPESPVVILYSEIGHEEFSNIHHQLISKSNEGKINYVFRHYISNPSKEPVYLSGYGVELAIKSTEYKAKDDTQVKGTEVNATVIGESDPIDEVQGFLFGKLRELYPALEGQ.... Result: 1 (interaction). (2) The protein sequence of the target gene is MAFRRTEGMSMIQALAMTVAEIPVFLYTTFGQSAFSQLRLTPGLRKVLFATALGTVALALAAHQLKRRRRKKKQVGPEMGGEQLGTVPMPILMARKVPSVKKGCSSRRVQSPSSKSNDTLSGISSIEPSKHSGSSHSLASMVVVNSSSPTAACSGSWEARGMEESVPTTDGSAESLYVQGMELFEEALQKWEQALSVGQRGDGGSTPTPGDSLQNPDTASEALSEPESQRREFAEKLESLLHRAYHLQEEFGSTFPSDSMLLDLERTLMLPLTEGSLRLRADDEDSLTSEDSFFSATEIF.... The miRNA is mmu-miR-223-3p with sequence UGUCAGUUUGUCAAAUACCCCA. Result: 1 (interaction).